From a dataset of Forward reaction prediction with 1.9M reactions from USPTO patents (1976-2016). Predict the product of the given reaction. (1) Given the reactants B.C1COCC1.[Br:7][C:8]1[CH:9]=[CH:10][C:11]([N:14]2[CH2:18][CH2:17][C@H:16]([NH:19][C:20](=O)[CH:21]([F:23])[F:22])[CH2:15]2)=[N:12][CH:13]=1.C(O[BH-](OC(=O)C)OC(=O)C)(=O)C.[Na+].FC(F)(F)C(O)=O, predict the reaction product. The product is: [Br:7][C:8]1[CH:9]=[CH:10][C:11]([N:14]2[CH2:18][CH2:17][C@H:16]([NH:19][CH2:20][CH:21]([F:23])[F:22])[CH2:15]2)=[N:12][CH:13]=1. (2) Given the reactants CC(C)([O-])C.[K+].[CH3:7][C:8]1[CH:13]=[CH:12][CH:11]=[C:10]([CH3:14])[C:9]=1[N+:15]([O-:17])=[O:16].[C:18](=[O:20])=[O:19].C(=O)(O)[O-].[Na+], predict the reaction product. The product is: [CH3:14][C:10]1[C:9]([N+:15]([O-:17])=[O:16])=[C:8]([CH2:7][C:18]([OH:20])=[O:19])[CH:13]=[CH:12][CH:11]=1.